From a dataset of NCI-60 drug combinations with 297,098 pairs across 59 cell lines. Regression. Given two drug SMILES strings and cell line genomic features, predict the synergy score measuring deviation from expected non-interaction effect. (1) Drug 1: C1CCC(C1)C(CC#N)N2C=C(C=N2)C3=C4C=CNC4=NC=N3. Drug 2: CC1=C(C(=CC=C1)Cl)NC(=O)C2=CN=C(S2)NC3=CC(=NC(=N3)C)N4CCN(CC4)CCO. Cell line: COLO 205. Synergy scores: CSS=-7.73, Synergy_ZIP=5.60, Synergy_Bliss=-1.21, Synergy_Loewe=-7.43, Synergy_HSA=-10.2. (2) Drug 1: CCC1(CC2CC(C3=C(CCN(C2)C1)C4=CC=CC=C4N3)(C5=C(C=C6C(=C5)C78CCN9C7C(C=CC9)(C(C(C8N6C)(C(=O)OC)O)OC(=O)C)CC)OC)C(=O)OC)O.OS(=O)(=O)O. Drug 2: C1=NC2=C(N=C(N=C2N1C3C(C(C(O3)CO)O)F)Cl)N. Cell line: 786-0. Synergy scores: CSS=3.42, Synergy_ZIP=4.80, Synergy_Bliss=5.27, Synergy_Loewe=-6.68, Synergy_HSA=-4.88.